From a dataset of Full USPTO retrosynthesis dataset with 1.9M reactions from patents (1976-2016). Predict the reactants needed to synthesize the given product. (1) Given the product [CH3:8][S:9]([C:12]1[CH:17]=[CH:16][C:15]([NH:18][C:19]2([C:5]#[N:6])[CH2:22][CH2:21][CH2:20]2)=[CH:14][CH:13]=1)(=[O:10])=[O:11], predict the reactants needed to synthesize it. The reactants are: C[Si]([C:5]#[N:6])(C)C.Cl.[CH3:8][S:9]([C:12]1[CH:17]=[CH:16][C:15]([NH2:18])=[CH:14][CH:13]=1)(=[O:11])=[O:10].[C:19]1(=O)[CH2:22][CH2:21][CH2:20]1.S([O-])([O-])(=O)=O.[Na+].[Na+]. (2) The reactants are: [H-].[H-].[H-].[H-].[Li+].[Al+3].[C:7]([O:11][C:12](=[O:27])[NH:13][C@@H:14]([CH2:20][C:21]1[CH:26]=[CH:25][CH:24]=[CH:23][CH:22]=1)[C@H:15]([OH:19])[CH2:16][C:17]#[N:18])([CH3:10])([CH3:9])[CH3:8]. Given the product [C:7]([O:11][C:12](=[O:27])[NH:13][C@@H:14]([CH2:20][C:21]1[CH:22]=[CH:23][CH:24]=[CH:25][CH:26]=1)[C@H:15]([OH:19])[CH2:16][CH2:17][NH2:18])([CH3:10])([CH3:8])[CH3:9], predict the reactants needed to synthesize it. (3) Given the product [F:3][C:4]1[CH:5]=[C:6]([C:11]2[CH:16]=[CH:15][C:14]([C:17]([NH:19][C:20]3([C:28]([OH:30])=[O:29])[CH2:21][CH2:22][CH2:23][CH2:24][CH2:25][CH2:26][CH2:27]3)=[O:18])=[C:13]([NH:32][C:33]([NH:35][C:36]3[C:41]([CH3:42])=[CH:40][C:39]([CH3:43])=[CH:38][C:37]=3[CH3:44])=[O:34])[CH:12]=2)[CH:7]=[CH:8][C:9]=1[F:10], predict the reactants needed to synthesize it. The reactants are: [OH-].[Li+].[F:3][C:4]1[CH:5]=[C:6]([C:11]2[CH:16]=[CH:15][C:14]([C:17]([NH:19][C:20]3([C:28]([O:30]C)=[O:29])[CH2:27][CH2:26][CH2:25][CH2:24][CH2:23][CH2:22][CH2:21]3)=[O:18])=[C:13]([NH:32][C:33]([NH:35][C:36]3[C:41]([CH3:42])=[CH:40][C:39]([CH3:43])=[CH:38][C:37]=3[CH3:44])=[O:34])[CH:12]=2)[CH:7]=[CH:8][C:9]=1[F:10].CO.O.